Task: Regression. Given a peptide amino acid sequence and an MHC pseudo amino acid sequence, predict their binding affinity value. This is MHC class I binding data.. Dataset: Peptide-MHC class I binding affinity with 185,985 pairs from IEDB/IMGT (1) The peptide sequence is ITDEINQIK. The MHC is HLA-B15:17 with pseudo-sequence HLA-B15:17. The binding affinity (normalized) is 0.0847. (2) The binding affinity (normalized) is 0. The MHC is HLA-A01:01 with pseudo-sequence HLA-A01:01. The peptide sequence is LQFGFGWFSY. (3) The peptide sequence is APRARTAAF. The MHC is HLA-B58:01 with pseudo-sequence HLA-B58:01. The binding affinity (normalized) is 0.0847. (4) The peptide sequence is TPQSSITEAE. The MHC is HLA-B07:02 with pseudo-sequence HLA-B07:02. The binding affinity (normalized) is 0.129. (5) The peptide sequence is LMLHQQYNQ. The MHC is HLA-B39:01 with pseudo-sequence HLA-B39:01. The binding affinity (normalized) is 0.0847.